This data is from Forward reaction prediction with 1.9M reactions from USPTO patents (1976-2016). The task is: Predict the product of the given reaction. (1) Given the reactants [C:1]([O:5][C:6](=[O:25])[NH:7][C:8]1[CH:13]=[C:12]([O:14][CH2:15][C:16]([F:19])([F:18])[F:17])[C:11]([C:20]([F:23])([F:22])[F:21])=[CH:10][C:9]=1[NH2:24])([CH3:4])([CH3:3])[CH3:2].C([O:30][C:31](=O)[CH2:32][C:33]([C:35]1[CH:40]=[CH:39][CH:38]=[C:37]([C:41]2[CH:42]=[N:43][C:44]([CH:47]3[CH2:49][CH2:48]3)=[CH:45][CH:46]=2)[CH:36]=1)=[O:34])(C)(C)C, predict the reaction product. The product is: [C:1]([O:5][C:6](=[O:25])[NH:7][C:8]1[CH:13]=[C:12]([O:14][CH2:15][C:16]([F:18])([F:17])[F:19])[C:11]([C:20]([F:22])([F:23])[F:21])=[CH:10][C:9]=1[NH:24][C:31](=[O:30])[CH2:32][C:33]([C:35]1[CH:40]=[CH:39][CH:38]=[C:37]([C:41]2[CH:42]=[N:43][C:44]([CH:47]3[CH2:48][CH2:49]3)=[CH:45][CH:46]=2)[CH:36]=1)=[O:34])([CH3:4])([CH3:2])[CH3:3]. (2) The product is: [C:18]12([NH:28][C:29]([N:15]3[CH2:16][CH2:17][N:12]([C:6]4[C:5]5[C:10](=[CH:11][C:2]([Cl:1])=[CH:3][CH:4]=5)[N:9]=[CH:8][CH:7]=4)[CH2:13][CH2:14]3)=[O:30])[CH2:27][CH:22]3[CH2:23][CH:24]([CH2:26][CH:20]([CH2:21]3)[CH2:19]1)[CH2:25]2. Given the reactants [Cl:1][C:2]1[CH:11]=[C:10]2[C:5]([C:6]([N:12]3[CH2:17][CH2:16][NH:15][CH2:14][CH2:13]3)=[CH:7][CH:8]=[N:9]2)=[CH:4][CH:3]=1.[C:18]12([N:28]=[C:29]=[O:30])[CH2:27][CH:22]3[CH2:23][CH:24]([CH2:26][CH:20]([CH2:21]3)[CH2:19]1)[CH2:25]2.CCCCCC.CCOC(C)=O, predict the reaction product.